From a dataset of Full USPTO retrosynthesis dataset with 1.9M reactions from patents (1976-2016). Predict the reactants needed to synthesize the given product. (1) The reactants are: [Cl:1][C:2]1[CH:7]=[C:6]([S:8]([N:11]([CH2:18][CH3:19])[C:12]2[CH:17]=[CH:16][CH:15]=[CH:14][CH:13]=2)(=[O:10])=[O:9])[CH:5]=[CH:4][C:3]=1[NH:20]C(=O)C.Cl. Given the product [NH2:20][C:3]1[CH:4]=[CH:5][C:6]([S:8]([N:11]([CH2:18][CH3:19])[C:12]2[CH:17]=[CH:16][CH:15]=[CH:14][CH:13]=2)(=[O:10])=[O:9])=[CH:7][C:2]=1[Cl:1], predict the reactants needed to synthesize it. (2) The reactants are: C([N:8]1[CH2:13][CH2:12][N:11]([CH2:14][CH:15]2[O:20][CH2:19][CH2:18][N:17]([CH3:21])[CH2:16]2)[CH2:10][CH2:9]1)C1C=CC=CC=1. Given the product [CH3:21][N:17]1[CH2:18][CH2:19][O:20][CH:15]([CH2:14][N:11]2[CH2:10][CH2:9][NH:8][CH2:13][CH2:12]2)[CH2:16]1, predict the reactants needed to synthesize it. (3) Given the product [CH2:1]([O:3][C:4]([C:6]1[CH:7]=[N:8][C:9]2[C:14]([C:15]=1[O:16][CH2:17][CH3:18])=[CH:13][C:12](/[CH:19]=[C:33]1/[C:34](=[O:36])[N:35]=[C:31]([NH:30][C@@H:28]3[CH2:29][C@H:27]3[C:21]3[CH:22]=[CH:23][CH:24]=[CH:25][CH:26]=3)[S:32]/1)=[CH:11][CH:10]=2)=[O:5])[CH3:2], predict the reactants needed to synthesize it. The reactants are: [CH2:1]([O:3][C:4]([C:6]1[CH:7]=[N:8][C:9]2[C:14]([C:15]=1[O:16][CH2:17][CH3:18])=[CH:13][C:12]([CH:19]=O)=[CH:11][CH:10]=2)=[O:5])[CH3:2].[C:21]1([C@@H:27]2[CH2:29][C@H:28]2[NH:30][C:31]2[S:32][CH2:33][C:34](=[O:36])[N:35]=2)[CH:26]=[CH:25][CH:24]=[CH:23][CH:22]=1.